Task: Predict the product of the given reaction.. Dataset: Forward reaction prediction with 1.9M reactions from USPTO patents (1976-2016) (1) Given the reactants [CH2:1]1[O:11][C:10]2[C:3](=[C:4]([CH:7]=[CH:8][CH:9]=2)[CH:5]=O)[O:2]1.C1C[O:15][CH2:14][CH2:13]1, predict the reaction product. The product is: [CH2:1]1[O:11][C:10]2[C:3](=[C:4]([CH:5]=[CH:13][CH:14]=[O:15])[CH:7]=[CH:8][CH:9]=2)[O:2]1. (2) Given the reactants [F:1][C:2]1[CH:7]=[C:6]([N+:8]([O-])=O)[CH:5]=[CH:4][C:3]=1[N:11]1[CH2:16][CH2:15][N:14]([C:17]([O:19][CH3:20])=[O:18])[CH2:13][CH2:12]1, predict the reaction product. The product is: [NH2:8][C:6]1[CH:5]=[CH:4][C:3]([N:11]2[CH2:16][CH2:15][N:14]([C:17]([O:19][CH3:20])=[O:18])[CH2:13][CH2:12]2)=[C:2]([F:1])[CH:7]=1. (3) Given the reactants [C:1]([C:3]1[CH:4]=[CH:5][C:6]([C:28]2([CH3:33])[O:32][CH2:31][CH2:30][O:29]2)=[C:7]([NH:9][C:10]2[CH:27]=[CH:26][C:13]([O:14][CH2:15][CH2:16][O:17][CH2:18][CH2:19][CH2:20][C:21]([O:23][CH2:24][CH3:25])=[O:22])=[CH:12][CH:11]=2)[CH:8]=1)#[N:2].O.OO.C(=O)([O-])[O-:38].[K+].[K+].O.C(O)(=O)CC(CC(O)=O)(C(O)=O)O, predict the reaction product. The product is: [C:1]([C:3]1[CH:4]=[CH:5][C:6]([C:28]2([CH3:33])[O:29][CH2:30][CH2:31][O:32]2)=[C:7]([NH:9][C:10]2[CH:27]=[CH:26][C:13]([O:14][CH2:15][CH2:16][O:17][CH2:18][CH2:19][CH2:20][C:21]([O:23][CH2:24][CH3:25])=[O:22])=[CH:12][CH:11]=2)[CH:8]=1)(=[O:38])[NH2:2]. (4) Given the reactants [CH3:1][C:2]1[C:9]([O:10][CH3:11])=[CH:8][CH:7]=[CH:6][C:3]=1[CH:4]=O.C([O-])(=O)C.[NH4+].[N+:17]([CH3:20])([O-:19])=[O:18], predict the reaction product. The product is: [CH3:1][C:2]1[C:3](/[CH:4]=[CH:20]/[N+:17]([O-:19])=[O:18])=[CH:6][CH:7]=[CH:8][C:9]=1[O:10][CH3:11]. (5) Given the reactants [F:1][C:2]([F:22])([F:21])[C:3]1[CH:8]=[CH:7][C:6]([S:9]([N:12]2[CH2:16][C@@H:15]3[C@@H:17]([NH2:20])[CH2:18][CH2:19][C@@H:14]3[CH2:13]2)(=[O:11])=[O:10])=[CH:5][CH:4]=1.C(N(CC)CC)C.[N+:30]([C:33]1[CH:38]=[CH:37][CH:36]=[CH:35][C:34]=1[S:39](Cl)(=[O:41])=[O:40])([O-:32])=[O:31], predict the reaction product. The product is: [N+:30]([C:33]1[CH:38]=[CH:37][CH:36]=[CH:35][C:34]=1[S:39]([NH:20][C@@H:17]1[C@@H:15]2[C@@H:14]([CH2:13][N:12]([S:9]([C:6]3[CH:5]=[CH:4][C:3]([C:2]([F:1])([F:21])[F:22])=[CH:8][CH:7]=3)(=[O:10])=[O:11])[CH2:16]2)[CH2:19][CH2:18]1)(=[O:41])=[O:40])([O-:32])=[O:31]. (6) Given the reactants [NH2:1][C:2]1[C:11]([N:12]2[CH2:17][CH2:16][O:15][CH2:14][CH2:13]2)=[CH:10][C:9]2[C:4](=[CH:5][CH:6]=[C:7]([C:18]3[C:23]([C:24]#[C:25][C:26]([CH3:29])([CH3:28])[CH3:27])=[CH:22][CH:21]=[CH:20][C:19]=3[C:30]([N:32]3[CH2:36][CH2:35][CH2:34][CH2:33]3)=[O:31])[CH:8]=2)[N:3]=1, predict the reaction product. The product is: [NH2:1][C:2]1[C:11]([N:12]2[CH2:17][CH2:16][O:15][CH2:14][CH2:13]2)=[CH:10][C:9]2[C:4](=[CH:5][CH:6]=[C:7]([C:18]3[C:23]([CH2:24][CH2:25][C:26]([CH3:29])([CH3:28])[CH3:27])=[CH:22][CH:21]=[CH:20][C:19]=3[C:30]([N:32]3[CH2:33][CH2:34][CH2:35][CH2:36]3)=[O:31])[CH:8]=2)[N:3]=1.